This data is from Catalyst prediction with 721,799 reactions and 888 catalyst types from USPTO. The task is: Predict which catalyst facilitates the given reaction. (1) Reactant: [Cl:1][C:2]1[CH:7]=[CH:6][C:5]([CH2:8][CH2:9][NH:10][CH2:11][C:12]2[C:13]([C:24]3[CH:28]=[CH:27][S:26][CH:25]=3)=[N:14][C:15]3[C:20]([CH:21]=2)=[CH:19][CH:18]=[C:17]([O:22][CH3:23])[CH:16]=3)=[CH:4][CH:3]=1.[C:29](OC(=O)C)(=[O:31])[CH3:30]. Product: [Cl:1][C:2]1[CH:7]=[CH:6][C:5]([CH2:8][CH2:9][N:10]([CH2:11][C:12]2[C:13]([C:24]3[CH:28]=[CH:27][S:26][CH:25]=3)=[N:14][C:15]3[C:20]([CH:21]=2)=[CH:19][CH:18]=[C:17]([O:22][CH3:23])[CH:16]=3)[C:29](=[O:31])[CH3:30])=[CH:4][CH:3]=1. The catalyst class is: 79. (2) Reactant: [CH2:1]([O:3][C:4]1[N:9]=[C:8]([OH:10])[C:7]([CH:11]=[O:12])=[C:6]([O:13][CH3:14])[N:5]=1)[CH3:2].Br[CH2:16][CH:17]([F:19])[F:18].[F-].[Cs+].[I-].[K+]. Product: [F:18][CH:17]([F:19])[CH2:16][O:10][C:8]1[C:7]([CH:11]=[O:12])=[C:6]([O:13][CH3:14])[N:5]=[C:4]([O:3][CH2:1][CH3:2])[N:9]=1. The catalyst class is: 288. (3) Reactant: [O:1]=[C:2]1[NH:11][C:10]2[N:9]=[C:8]([O:12][CH2:13][CH2:14][CH2:15][CH:16]=O)[CH:7]=[CH:6][C:5]=2[CH:4]=[CH:3]1.Cl.[C:19]1([N:29]2[CH2:34][CH2:33][NH:32][CH2:31][CH2:30]2)[C:28]2[C:23](=[CH:24][CH:25]=[CH:26][CH:27]=2)[CH:22]=[CH:21][CH:20]=1.CCN(CC)CC.[BH-](OC(C)=O)(OC(C)=O)OC(C)=O.[Na+]. Product: [C:19]1([N:29]2[CH2:34][CH2:33][N:32]([CH2:16][CH2:15][CH2:14][CH2:13][O:12][C:8]3[N:9]=[C:10]4[C:5]([CH:4]=[CH:3][C:2](=[O:1])[NH:11]4)=[CH:6][CH:7]=3)[CH2:31][CH2:30]2)[C:28]2[C:23](=[CH:24][CH:25]=[CH:26][CH:27]=2)[CH:22]=[CH:21][CH:20]=1. The catalyst class is: 26. (4) Reactant: [Cl:1][C:2]1[CH:7]=[CH:6][CH:5]=[CH:4][C:3]=1[N:8]1[C:17](=[O:18])[C:16]2[C:11](=[CH:12][CH:13]=[C:14]([F:19])[CH:15]=2)[N:10]=[C:9]1[CH:20]=O.[F:22][C:23]1[CH:29]=[CH:28][CH:27]=[CH:26][C:24]=1[NH2:25].C(O)(=O)C.C([BH3-])#N.[Na+]. Product: [Cl:1][C:2]1[CH:7]=[CH:6][CH:5]=[CH:4][C:3]=1[N:8]1[C:17](=[O:18])[C:16]2[C:11](=[CH:12][CH:13]=[C:14]([F:19])[CH:15]=2)[N:10]=[C:9]1[CH2:20][NH:25][C:24]1[CH:26]=[CH:27][CH:28]=[CH:29][C:23]=1[F:22]. The catalyst class is: 24. (5) Reactant: F[P-](F)(F)(F)(F)F.N1(O[P+](N(C)C)(N(C)C)N(C)C)C2C=CC=CC=2N=N1.[C:28]([N:35]1[CH2:43][CH2:42][CH:38]([C:39]([OH:41])=O)[CH2:37][CH2:36]1)([O:30][C:31]([CH3:34])([CH3:33])[CH3:32])=[O:29].CCN(C(C)C)C(C)C.[CH3:53][O:54][C:55]1[CH:60]=[CH:59][C:58]([CH:61]2[CH2:66][CH2:65][CH2:64][CH2:63][CH2:62]2)=[CH:57][C:56]=1[C:67]1[N:68]=[C:69]([NH2:72])[S:70][CH:71]=1. Product: [CH:61]1([C:58]2[CH:59]=[CH:60][C:55]([O:54][CH3:53])=[C:56]([C:67]3[N:68]=[C:69]([NH:72][C:39]([CH:38]4[CH2:37][CH2:36][N:35]([C:28]([O:30][C:31]([CH3:32])([CH3:33])[CH3:34])=[O:29])[CH2:43][CH2:42]4)=[O:41])[S:70][CH:71]=3)[CH:57]=2)[CH2:62][CH2:63][CH2:64][CH2:65][CH2:66]1. The catalyst class is: 10. (6) Reactant: CC(C)([O-])C.[K+].FC(F)(S([O:22][CH2:23][C:24]([F:29])([F:28])[CH:25]([F:27])[F:26])(=O)=O)C(F)(F)C(F)(F)C(F)(F)F.CN(C=O)C.[Cl:36][C:37]1[C:46](O)=[C:45]([S:48]([CH2:51][CH3:52])(=[O:50])=[O:49])[CH:44]=[CH:43][C:38]=1[C:39]([O:41][CH3:42])=[O:40]. Product: [Cl:36][C:37]1[C:46]([O:22][CH2:23][C:24]([F:28])([F:29])[CH:25]([F:26])[F:27])=[C:45]([S:48]([CH2:51][CH3:52])(=[O:50])=[O:49])[CH:44]=[CH:43][C:38]=1[C:39]([O:41][CH3:42])=[O:40]. The catalyst class is: 6. (7) Reactant: [CH3:1][O:2][C:3](=[O:14])[C:4]1[CH:9]=[CH:8][C:7](F)=[C:6]([N+:11]([O-:13])=[O:12])[CH:5]=1.C(=O)([O-])[O-].[K+].[K+].[CH3:21][CH:22]1[CH2:27][CH2:26][CH2:25][CH2:24][CH:23]1[NH2:28].Cl. Product: [CH3:1][O:2][C:3](=[O:14])[C:4]1[CH:9]=[CH:8][C:7]([NH:28][CH:23]2[CH2:24][CH2:25][CH2:26][CH2:27][CH:22]2[CH3:21])=[C:6]([N+:11]([O-:13])=[O:12])[CH:5]=1. The catalyst class is: 136. (8) Reactant: [C:1]([O:5][C:6]([N:8]1[C:36]2[C:31](=[CH:32][CH:33]=[C:34]([Cl:37])[CH:35]=2)[C:10]2([CH:15]([C:16]3[CH:21]=[CH:20][CH:19]=[C:18]([Cl:22])[CH:17]=3)[CH2:14][C:13](=[O:23])[NH:12][CH:11]2[C:24]2[CH:29]=[CH:28][CH:27]=[CH:26][C:25]=2[CH3:30])[C:9]1=[O:38])=[O:7])([CH3:4])([CH3:3])[CH3:2].[H-].[Li+].I[CH2:42][CH3:43]. Product: [C:1]([O:5][C:6]([N:8]1[C:36]2[C:31](=[CH:32][CH:33]=[C:34]([Cl:37])[CH:35]=2)[C:10]2([CH:15]([C:16]3[CH:21]=[CH:20][CH:19]=[C:18]([Cl:22])[CH:17]=3)[CH2:14][C:13](=[O:23])[N:12]([CH2:42][CH3:43])[CH:11]2[C:24]2[CH:29]=[CH:28][CH:27]=[CH:26][C:25]=2[CH3:30])[C:9]1=[O:38])=[O:7])([CH3:4])([CH3:2])[CH3:3]. The catalyst class is: 9. (9) Reactant: [CH3:1][C:2]1[CH:3]=[C:4]([NH:8][C:9]([NH:11][C:12]2[CH:32]=[CH:31][C:15]([O:16][C:17]3[CH:22]=[CH:21][N:20]=[C:19]([C:23]4[NH:27][CH:26]=[C:25]([C:28]([OH:30])=[O:29])[CH:24]=4)[CH:18]=3)=[CH:14][CH:13]=2)=[O:10])[CH:5]=[CH:6][CH:7]=1.Cl.CN(C)CCCN=C=NCC.[OH:45][CH2:46][C:47]([CH2:52]O)([CH2:50][OH:51])[CH2:48][OH:49]. Product: [CH3:1][C:2]1[CH:3]=[C:4]([NH:8][C:9]([NH:11][C:12]2[CH:32]=[CH:31][C:15]([O:16][C:17]3[CH:22]=[CH:21][N:20]=[C:19]([C:23]4[NH:27][CH:26]=[C:25]([C:28]([O:30][CH2:52][C:47]([CH2:50][OH:51])([CH2:48][OH:49])[CH2:46][OH:45])=[O:29])[CH:24]=4)[CH:18]=3)=[CH:14][CH:13]=2)=[O:10])[CH:5]=[CH:6][CH:7]=1. The catalyst class is: 453. (10) Reactant: [CH2:1]([Mg]Br)[CH:2]=[CH2:3].[Cl:6][CH2:7][CH2:8][C:9]([C:11]1[CH:16]=[CH:15][CH:14]=[CH:13][CH:12]=1)=[O:10]. Product: [Cl:6][CH2:7][CH2:8][C:9]([C:11]1[CH:16]=[CH:15][CH:14]=[CH:13][CH:12]=1)([OH:10])[CH2:3][CH:2]=[CH2:1]. The catalyst class is: 1.